From a dataset of Full USPTO retrosynthesis dataset with 1.9M reactions from patents (1976-2016). Predict the reactants needed to synthesize the given product. (1) Given the product [C:19]([CH2:18][N:13]1[C:12](=[O:26])[CH2:11][CH2:10][N:9]([CH2:8][C:6]([OH:7])=[O:5])[C:16](=[O:17])[CH2:15][CH2:14]1)([OH:21])=[O:20], predict the reactants needed to synthesize it. The reactants are: C([O:5][C:6]([CH2:8][N:9]1[C:16](=[O:17])[CH2:15][CH2:14][N:13]([CH2:18][C:19]([O:21]C(C)(C)C)=[O:20])[C:12](=[O:26])[CH2:11][CH2:10]1)=[O:7])(C)(C)C.FC(F)(F)C(O)=O. (2) The reactants are: [OH:1][C:2]1[CH:11]=[C:10]2[C:5]([CH:6]=[CH:7][C:8]([CH3:12])=[N:9]2)=[CH:4][CH:3]=1.C1C(=O)N([Cl:20])C(=O)C1. Given the product [Cl:20][C:11]1[C:2]([OH:1])=[CH:3][CH:4]=[C:5]2[C:10]=1[N:9]=[C:8]([CH3:12])[CH:7]=[CH:6]2, predict the reactants needed to synthesize it. (3) The reactants are: Br[C:2]1[CH:16]=[CH:15][C:5]([CH2:6][NH:7][C:8](=[O:14])[O:9][C:10]([CH3:13])([CH3:12])[CH3:11])=[C:4]([Cl:17])[CH:3]=1.[B:18]1([B:18]2[O:22][C:21]([CH3:24])([CH3:23])[C:20]([CH3:26])([CH3:25])[O:19]2)[O:22][C:21]([CH3:24])([CH3:23])[C:20]([CH3:26])([CH3:25])[O:19]1.C([O-])(=O)C.[K+]. Given the product [Cl:17][C:4]1[CH:3]=[C:2]([B:18]2[O:22][C:21]([CH3:24])([CH3:23])[C:20]([CH3:26])([CH3:25])[O:19]2)[CH:16]=[CH:15][C:5]=1[CH2:6][NH:7][C:8](=[O:14])[O:9][C:10]([CH3:13])([CH3:12])[CH3:11], predict the reactants needed to synthesize it. (4) The reactants are: C([O:5][C:6](=[O:39])[CH2:7][N:8]1[C:16]2[C:11](=[CH:12][C:13]([F:17])=[CH:14][CH:15]=2)[C:10]([C:18]2[C:23]3[CH:24]=[CH:25][CH:26]=[CH:27][C:22]=3[S:21](=[O:29])(=[O:28])[N:20]([CH2:30][C:31]3[CH:36]=[CH:35][CH:34]=[C:33]([F:37])[CH:32]=3)[N:19]=2)=[C:9]1[CH3:38])(C)(C)C.C(O)(C(F)(F)F)=O. Given the product [F:37][C:33]1[CH:32]=[C:31]([CH:36]=[CH:35][CH:34]=1)[CH2:30][N:20]1[N:19]=[C:18]([C:10]2[C:11]3[C:16](=[CH:15][CH:14]=[C:13]([F:17])[CH:12]=3)[N:8]([CH2:7][C:6]([OH:39])=[O:5])[C:9]=2[CH3:38])[C:23]2[CH:24]=[CH:25][CH:26]=[CH:27][C:22]=2[S:21]1(=[O:28])=[O:29], predict the reactants needed to synthesize it.